Dataset: Forward reaction prediction with 1.9M reactions from USPTO patents (1976-2016). Task: Predict the product of the given reaction. (1) Given the reactants C1(C)C=CC=CC=1.Br[C:9]1[CH:14]=[CH:13][C:12]([O:15][CH:16]2[CH2:21][CH2:20][CH2:19][CH2:18][O:17]2)=[CH:11][N:10]=1.[F:22][C:23]([F:41])([F:40])[O:24][C:25]1[CH:39]=[CH:38][C:28]([O:29][CH2:30][CH2:31][CH:32]2[CH2:37][CH2:36][NH:35][CH2:34][CH2:33]2)=[CH:27][CH:26]=1.CC(C)([O-])C.[Na+], predict the reaction product. The product is: [O:17]1[CH2:18][CH2:19][CH2:20][CH2:21][CH:16]1[O:15][C:12]1[CH:13]=[CH:14][C:9]([N:35]2[CH2:36][CH2:37][CH:32]([CH2:31][CH2:30][O:29][C:28]3[CH:38]=[CH:39][C:25]([O:24][C:23]([F:22])([F:40])[F:41])=[CH:26][CH:27]=3)[CH2:33][CH2:34]2)=[N:10][CH:11]=1. (2) Given the reactants [CH3:1][O:2][C:3](=[O:12])[CH2:4][C:5]1[CH:10]=[CH:9][C:8](Br)=[CH:7][CH:6]=1.C1(P(C2CCCCC2)C2C=CC=CC=2C2C(OC)=CC=CC=2OC)CCCCC1.P([O-])([O-])([O-])=O.[K+].[K+].[K+].[CH2:50]([C:52]([C:74]1[CH:79]=[CH:78][C:77](B2OC(C)(C)C(C)(C)O2)=[C:76]([CH3:89])[CH:75]=1)([C:55]1[CH:60]=[CH:59][C:58]([C:61]#[C:62][C:63]2([O:68][Si:69]([CH3:72])([CH3:71])[CH3:70])[CH2:67][CH2:66][CH2:65][CH2:64]2)=[C:57]([CH3:73])[CH:56]=1)[CH2:53][CH3:54])[CH3:51].C(=O)(O)[O-].[Na+], predict the reaction product. The product is: [CH3:1][O:2][C:3](=[O:12])[CH2:4][C:5]1[CH:10]=[CH:9][C:8]([C:77]2[CH:78]=[CH:79][C:74]([C:52]([CH2:53][CH3:54])([C:55]3[CH:60]=[CH:59][C:58]([C:61]#[C:62][C:63]4([O:68][Si:69]([CH3:71])([CH3:72])[CH3:70])[CH2:67][CH2:66][CH2:65][CH2:64]4)=[C:57]([CH3:73])[CH:56]=3)[CH2:50][CH3:51])=[CH:75][C:76]=2[CH3:89])=[CH:7][CH:6]=1. (3) Given the reactants C(OC(NC(C(C)(C)C)C(O)=O)=O)(C)(C)C.[CH:17]1([CH2:23][NH2:24])[CH2:22][CH2:21][CH2:20][CH2:19][CH2:18]1.C(OC(=O)NC(C(=O)NC1[C:47]2[C:42](=[CH:43][CH:44]=[CH:45][CH:46]=2)CC1O)C(C)(C)C)(C)(C)C.ClNC(=O)[O-].C([O:58][C:59]([C:61]1([NH:66][C:67]([CH:69]2[CH2:73][CH:72]([O:74][C:75]3[C:84]4[C:79](=[CH:80][C:81]([O:85][CH3:86])=[CH:82][CH:83]=4)[N:78]=[C:77]([C:87]4[CH:92]=[CH:91][CH:90]=[CH:89][CH:88]=4)[CH:76]=3)[CH2:71][N:70]2[C:93](=[O:113])[NH:94][CH:95]([C:100](=[O:112])NC2C3C(=CC=CC=3)CC2O)C(C)(C)C)=[O:68])[CH2:63][CH:62]1[CH:64]=[CH2:65])=[O:60])C, predict the reaction product. The product is: [CH:42]1([C@H:95]([NH:94][C:93]([N:70]2[CH2:71][C@H:72]([O:74][C:75]3[C:84]4[C:79](=[CH:80][C:81]([O:85][CH3:86])=[CH:82][CH:83]=4)[N:78]=[C:77]([C:87]4[CH:92]=[CH:91][CH:90]=[CH:89][CH:88]=4)[CH:76]=3)[CH2:73][C@H:69]2[C:67]([NH:66][C@:61]2([C:59]([OH:58])=[O:60])[CH2:63][C@H:62]2[CH:64]=[CH2:65])=[O:68])=[O:113])[C:100](=[O:112])[NH:24][CH2:23][CH:17]2[CH2:22][CH2:21][CH2:20][CH2:19][CH2:18]2)[CH2:47][CH2:46][CH2:45][CH2:44][CH2:43]1. (4) Given the reactants Cl[C:2]1([CH3:12])[CH:11]2[CH:3]1[CH2:4][CH2:5][C:6]12[O:10][CH2:9][CH2:8][O:7]1.CC([O-])(C)C.[K+], predict the reaction product. The product is: [CH2:12]=[C:2]1[CH:11]2[CH:3]1[CH2:4][CH2:5][C:6]12[O:7][CH2:8][CH2:9][O:10]1. (5) The product is: [C:25]([O:29][C:30]([N:32]1[CH2:36][C@@H:35]([CH2:37][N:38]([CH:55]([CH3:57])[CH3:56])[C:39](=[O:54])[C:40]2[CH:45]=[CH:44][C:43]([O:46][CH3:47])=[C:42]([O:48][CH2:49][CH2:50][CH2:51][O:52][CH3:53])[CH:41]=2)[C@H:34]([CH2:58][N:59]([CH:60]2[CH2:61][CH2:62]2)[C:63]([O:65][CH2:66][C:67]([CH3:69])([C:70](=[O:72])[NH:2][CH3:1])[CH3:68])=[O:64])[CH2:33]1)=[O:31])([CH3:27])([CH3:28])[CH3:26]. Given the reactants [CH3:1][N:2](C(ON1N=NC2C=CC=CC1=2)=[N+](C)C)C.F[P-](F)(F)(F)(F)F.[C:25]([O:29][C:30]([N:32]1[CH2:36][C@@H:35]([CH2:37][N:38]([CH:55]([CH3:57])[CH3:56])[C:39](=[O:54])[C:40]2[CH:45]=[CH:44][C:43]([O:46][CH3:47])=[C:42]([O:48][CH2:49][CH2:50][CH2:51][O:52][CH3:53])[CH:41]=2)[C@H:34]([CH2:58][N:59]([C:63]([O:65][CH2:66][C:67]([C:70]([OH:72])=O)([CH3:69])[CH3:68])=[O:64])[CH:60]2[CH2:62][CH2:61]2)[CH2:33]1)=[O:31])([CH3:28])([CH3:27])[CH3:26].CN.C(N(CC)CC)C, predict the reaction product. (6) Given the reactants [Cl:1][C:2]1[N:7]=[C:6]([C:8]2[S:12][C:11]([CH:13]([CH3:15])[CH3:14])=[N:10][C:9]=2[C:16]2[CH:17]=[CH:18][C:19]([F:23])=[C:20]([CH:22]=2)[NH2:21])[CH:5]=[CH:4][N:3]=1.[F:24][C:25]1[CH:26]=[C:27]([S:31](Cl)(=[O:33])=[O:32])[CH:28]=[CH:29][CH:30]=1, predict the reaction product. The product is: [Cl:1][C:2]1[N:7]=[C:6]([C:8]2[S:12][C:11]([CH:13]([CH3:15])[CH3:14])=[N:10][C:9]=2[C:16]2[CH:17]=[CH:18][C:19]([F:23])=[C:20]([NH:21][S:31]([C:27]3[CH:28]=[CH:29][CH:30]=[C:25]([F:24])[CH:26]=3)(=[O:33])=[O:32])[CH:22]=2)[CH:5]=[CH:4][N:3]=1. (7) Given the reactants [O:1]1[C:5]2[CH:6]=[CH:7][CH:8]=[CH:9][C:4]=2[N:3]=[C:2]1[NH:10][C:11]1[CH:16]=[CH:15][C:14]([CH2:17][C:18]([O:20]CC)=[O:19])=[CH:13][CH:12]=1.[OH-].[Na+], predict the reaction product. The product is: [O:1]1[C:5]2[CH:6]=[CH:7][CH:8]=[CH:9][C:4]=2[N:3]=[C:2]1[NH:10][C:11]1[CH:16]=[CH:15][C:14]([CH2:17][C:18]([OH:20])=[O:19])=[CH:13][CH:12]=1. (8) Given the reactants Cl[CH2:2][CH2:3][CH2:4][CH:5]([C:15]1O[C:17]([C:20]2[CH:25]=[CH:24][C:23]([C:26]3[O:30][C:29]([CH3:31])=[N:28][CH:27]=3)=[C:22]([O:32][CH3:33])[CH:21]=2)=[N:18][N:19]=1)[C:6]1[CH:11]=[C:10]([F:12])[C:9]([F:13])=[C:8]([F:14])[CH:7]=1.[N-:34]=[N+]=[N-].[Na+].C1(P(C2C=CC=CC=2)C2C=CC=CC=2)C=CC=CC=1, predict the reaction product. The product is: [CH3:33][O:32][C:22]1[CH:21]=[C:20]([C:17]2[N:34]3[CH2:2][CH2:3][CH2:4][CH:5]([C:6]4[CH:11]=[C:10]([F:12])[C:9]([F:13])=[C:8]([F:14])[CH:7]=4)[C:15]3=[N:19][N:18]=2)[CH:25]=[CH:24][C:23]=1[C:26]1[O:30][C:29]([CH3:31])=[N:28][CH:27]=1. (9) Given the reactants [CH2:1]([C:8]1[C:13](I)=[CH:12][CH:11]=[C:10]([N:15]2[CH2:19][C@@H:18]([O:20][CH3:21])[C@H:17]([OH:22])[CH2:16]2)[N:9]=1)[C:2]1[CH:7]=[CH:6][CH:5]=[CH:4][CH:3]=1.[C:23]([C:25]1([N:31]2[CH2:36][CH2:35][CH2:34][CH2:33][CH2:32]2)[CH2:30][CH2:29][CH2:28][CH2:27][CH2:26]1)#[CH:24], predict the reaction product. The product is: [CH2:1]([C:8]1[C:13]([C:24]#[C:23][C:25]2([N:31]3[CH2:36][CH2:35][CH2:34][CH2:33][CH2:32]3)[CH2:30][CH2:29][CH2:28][CH2:27][CH2:26]2)=[CH:12][CH:11]=[C:10]([N:15]2[CH2:19][C@@H:18]([O:20][CH3:21])[C@H:17]([OH:22])[CH2:16]2)[N:9]=1)[C:2]1[CH:7]=[CH:6][CH:5]=[CH:4][CH:3]=1. (10) Given the reactants [CH3:1][CH:2]([CH2:5][C:6]1[CH:11]=[CH:10][C:9]([C:12]([CH3:15])([CH3:14])[CH3:13])=[CH:8][CH:7]=1)[CH:3]=[O:4].C(N(CC)CC)C.[C:23]([O-])(=[O:25])[CH3:24].[Na+].O, predict the reaction product. The product is: [C:12]([C:9]1[CH:8]=[CH:7][C:6]([CH2:5][C:2]([CH3:1])=[CH:3][O:4][C:23](=[O:25])[CH3:24])=[CH:11][CH:10]=1)([CH3:14])([CH3:13])[CH3:15].